The task is: Predict the product of the given reaction.. This data is from Forward reaction prediction with 1.9M reactions from USPTO patents (1976-2016). (1) Given the reactants [Br:1][C:2]1[CH:7]=[C:6](F)[CH:5]=[C:4]([F:9])[CH:3]=1.[CH3:10][S-:11].[Na+].[Cl-].[NH4+], predict the reaction product. The product is: [Br:1][C:2]1[CH:7]=[C:6]([S:11][CH3:10])[CH:5]=[C:4]([F:9])[CH:3]=1. (2) Given the reactants [NH2:1][C:2]1[S:3][C:4]2[C:9]([N:10]=1)=[CH:8][CH:7]=[C:6]([O:11][C:12]1[CH:13]=[C:14]([NH:19][C:20](=[O:32])[C:21]3[CH:26]=[CH:25][CH:24]=[C:23]([C:27]([C:30]#[N:31])([CH3:29])[CH3:28])[CH:22]=3)[CH:15]=[CH:16][C:17]=1[Cl:18])[N:5]=2.[Cl:33][CH2:34][C:35](Cl)=[O:36], predict the reaction product. The product is: [Cl:18][C:17]1[CH:16]=[CH:15][C:14]([NH:19][C:20](=[O:32])[C:21]2[CH:26]=[CH:25][CH:24]=[C:23]([C:27]([C:30]#[N:31])([CH3:28])[CH3:29])[CH:22]=2)=[CH:13][C:12]=1[O:11][C:6]1[N:5]=[C:4]2[S:3][C:2]([NH:1][C:35](=[O:36])[CH2:34][Cl:33])=[N:10][C:9]2=[CH:8][CH:7]=1. (3) Given the reactants [CH2:1]([O:3][C:4]([C:6]1([C:9]2[CH:14]=[CH:13][C:12]([C:15]3[CH:20]=[CH:19][C:18]([C:21]4[O:25][N:24]=[C:23]([CH3:26])[C:22]=4[NH2:27])=[CH:17][CH:16]=3)=[CH:11][CH:10]=2)[CH2:8][CH2:7]1)=[O:5])[CH3:2].Br[C:29]1[CH:30]=[N:31][CH:32]=[C:33]([C:35]2[CH:40]=[CH:39][CH:38]=[C:37]([C:41]([F:44])([F:43])[F:42])[CH:36]=2)[CH:34]=1, predict the reaction product. The product is: [CH2:1]([O:3][C:4]([C:6]1([C:9]2[CH:10]=[CH:11][C:12]([C:15]3[CH:20]=[CH:19][C:18]([C:21]4[O:25][N:24]=[C:23]([CH3:26])[C:22]=4[NH:27][C:29]4[CH:30]=[N:31][CH:32]=[C:33]([C:35]5[CH:40]=[CH:39][CH:38]=[C:37]([C:41]([F:43])([F:44])[F:42])[CH:36]=5)[CH:34]=4)=[CH:17][CH:16]=3)=[CH:13][CH:14]=2)[CH2:8][CH2:7]1)=[O:5])[CH3:2].